This data is from Forward reaction prediction with 1.9M reactions from USPTO patents (1976-2016). The task is: Predict the product of the given reaction. (1) Given the reactants [CH3:1][O:2][C:3](=[O:20])[CH2:4][CH2:5][CH2:6][C:7]1[S:8][C:9]([C:12]2[C:17]([CH3:18])=[CH:16][N:15]=[C:14](Cl)[N:13]=2)=[CH:10][CH:11]=1.[CH3:21][C:22]1([CH3:31])[CH2:27][CH:26]([NH2:28])[CH2:25][C:24]([CH3:30])([CH3:29])[NH:23]1, predict the reaction product. The product is: [CH3:1][O:2][C:3](=[O:20])[CH2:4][CH2:5][CH2:6][C:7]1[S:8][C:9]([C:12]2[C:17]([CH3:18])=[CH:16][N:15]=[C:14]([NH:28][CH:26]3[CH2:27][C:22]([CH3:31])([CH3:21])[NH:23][C:24]([CH3:30])([CH3:29])[CH2:25]3)[N:13]=2)=[CH:10][CH:11]=1. (2) Given the reactants [Cl:1][C:2]1[CH:3]=[C:4](B(O)O)[CH:5]=[CH:6][C:7]=1[O:8][CH3:9].[CH3:13][C:14]1[CH:18]=[CH:17][NH:16][N:15]=1, predict the reaction product. The product is: [Cl:1][C:2]1[CH:3]=[C:4]([N:16]2[CH:17]=[CH:18][C:14]([CH3:13])=[N:15]2)[CH:5]=[CH:6][C:7]=1[O:8][CH3:9].[Cl:1][C:2]1[CH:3]=[C:4]([N:15]2[C:14]([CH3:13])=[CH:18][CH:17]=[N:16]2)[CH:5]=[CH:6][C:7]=1[O:8][CH3:9]. (3) The product is: [NH:12]1[CH:13]=[CH:14][C:10]([C:5]2[CH:6]=[CH:7][CH:8]=[CH:9][C:4]=2[NH2:1])=[N:11]1. Given the reactants [N+:1]([C:4]1[CH:9]=[CH:8][CH:7]=[CH:6][C:5]=1[C:10]1[CH:14]=[CH:13][NH:12][N:11]=1)([O-])=O, predict the reaction product. (4) The product is: [CH3:37][S:38]([O:1][C:2]1[CH:7]=[CH:6][C:5]([C:8]2([C:16]3[CH:17]=[C:18]([C:22]4[CH:27]=[CH:26][CH:25]=[C:24]([O:28][CH3:29])[CH:23]=4)[CH:19]=[CH:20][CH:21]=3)[C:9](=[O:15])[N:10]([CH3:14])[C:11](=[S:13])[NH:12]2)=[CH:4][CH:3]=1)(=[O:40])=[O:39]. Given the reactants [OH:1][C:2]1[CH:7]=[CH:6][C:5]([C:8]2([C:16]3[CH:17]=[C:18]([C:22]4[CH:27]=[CH:26][CH:25]=[C:24]([O:28][CH3:29])[CH:23]=4)[CH:19]=[CH:20][CH:21]=3)[NH:12][C:11](=[S:13])[N:10]([CH3:14])[C:9]2=[O:15])=[CH:4][CH:3]=1.C(N(CC)CC)C.[CH3:37][S:38](Cl)(=[O:40])=[O:39], predict the reaction product. (5) Given the reactants [Br:1][C:2]1[S:6][C:5](Br)=[C:4]([Br:8])[C:3]=1[Br:9].C([Li])CCC.[C:15](OCC)(=[O:21])[C:16]([O:18][CH2:19][CH3:20])=[O:17], predict the reaction product. The product is: [CH2:19]([O:18][C:16](=[O:17])[C:15]([C:5]1[S:6][C:2]([Br:1])=[C:3]([Br:9])[C:4]=1[Br:8])=[O:21])[CH3:20]. (6) Given the reactants [CH2:1]([OH:4])[CH2:2][OH:3].N1C=CC=CC=1.[CH:11]1[C:20]2[C:15](=[CH:16][CH:17]=[CH:18][CH:19]=2)[CH:14]=[CH:13][C:12]=1[C:21](Cl)=[O:22], predict the reaction product. The product is: [OH:3][CH2:2][CH2:1][O:4][C:21]([C:12]1[CH:13]=[CH:14][C:15]2[C:20](=[CH:19][CH:18]=[CH:17][CH:16]=2)[CH:11]=1)=[O:22]. (7) Given the reactants C[Si](N[Si](C)(C)C)(C)C.C(O)(=O)C.[C:14]1(=O)[CH2:18][CH2:17][CH2:16]C1.[C:20]([CH2:22][C:23]([O:25][CH2:26][CH3:27])=[O:24])#[N:21], predict the reaction product. The product is: [C:20]([C:22](=[C:16]1[CH2:17][CH2:18][CH2:14]1)[C:23]([O:25][CH2:26][CH3:27])=[O:24])#[N:21]. (8) Given the reactants [Br:1][C:2]1[CH:7]=[CH:6][C:5]([C:8]2[N:9]=[C:10]([NH:13][CH:14]([CH2:17][CH3:18])[CH2:15][OH:16])[S:11][CH:12]=2)=[CH:4][CH:3]=1.[C:19](OCC)(=[O:21])C, predict the reaction product. The product is: [Br:1][C:2]1[CH:3]=[CH:4][C:5]([C:8]2[N:9]=[C:10]([N:13]3[CH:14]([CH2:17][CH3:18])[CH2:15][O:16][C:19]3=[O:21])[S:11][CH:12]=2)=[CH:6][CH:7]=1. (9) Given the reactants [Cl:1][C:2]1[N:3]([C@@H:15]2[O:21][C@H:20]([CH2:22][OH:23])[C@@H:18]([OH:19])[C@H:16]2[OH:17])[C:4]2[C:9]([C:10]=1[CH:11]=O)=[CH:8][C:7]([Cl:13])=[C:6]([Cl:14])[CH:5]=2.[CH3:24][C:25]([NH:27][NH2:28])=[O:26].O, predict the reaction product. The product is: [Cl:1][CH:2]1[C:10](=[C:11]=[N:28][NH:27][C:25](=[O:26])[CH3:24])[C:9]2[C:4](=[CH:5][C:6]([Cl:14])=[C:7]([Cl:13])[CH:8]=2)[N:3]1[C@@H:15]1[O:21][C@H:20]([CH2:22][OH:23])[C@@H:18]([OH:19])[C@H:16]1[OH:17].